This data is from Full USPTO retrosynthesis dataset with 1.9M reactions from patents (1976-2016). The task is: Predict the reactants needed to synthesize the given product. (1) The reactants are: Cl[C:2]1[C:3]2[CH2:11][CH2:10][CH2:9][NH:8][C:4]=2[N:5]=[CH:6][N:7]=1.[F:12][C:13]1[CH:18]=[CH:17][C:16]([C:19]2[N:20]=[C:21]([CH:29]3[CH2:34][CH2:33][NH:32][CH2:31][CH2:30]3)[N:22]([CH2:24][CH2:25][N:26]([CH3:28])[CH3:27])[CH:23]=2)=[CH:15][C:14]=1[C:35]([F:38])([F:37])[F:36]. Given the product [F:12][C:13]1[CH:18]=[CH:17][C:16]([C:19]2[N:20]=[C:21]([CH:29]3[CH2:34][CH2:33][N:32]([C:2]4[C:3]5[CH2:11][CH2:10][CH2:9][NH:8][C:4]=5[N:5]=[CH:6][N:7]=4)[CH2:31][CH2:30]3)[N:22]([CH2:24][CH2:25][N:26]([CH3:28])[CH3:27])[CH:23]=2)=[CH:15][C:14]=1[C:35]([F:36])([F:37])[F:38], predict the reactants needed to synthesize it. (2) Given the product [CH:1]([C:3]1[C:11]2[C:6](=[N:7][C:8]([C:19]3[CH:24]=[CH:23][C:22]([CH3:25])=[CH:21][CH:20]=3)=[C:9]([C:12]3[CH:13]=[CH:14][C:15]([CH3:18])=[CH:16][CH:17]=3)[N:10]=2)[N:5]([CH2:26][CH2:27][CH2:28][CH2:29][CH2:30][CH2:31][C:32]([OH:34])=[O:33])[CH:4]=1)=[O:2], predict the reactants needed to synthesize it. The reactants are: [CH:1]([C:3]1[C:11]2[C:6](=[N:7][C:8]([C:19]3[CH:24]=[CH:23][C:22]([CH3:25])=[CH:21][CH:20]=3)=[C:9]([C:12]3[CH:17]=[CH:16][C:15]([CH3:18])=[CH:14][CH:13]=3)[N:10]=2)[N:5]([CH2:26][CH2:27][CH2:28][CH2:29][CH2:30][CH2:31][C:32]([O:34]CC)=[O:33])[CH:4]=1)=[O:2].C1(C2N(CCCCCCC(O)=O)C3=NC(C4C=CC(C)=CC=4)=C(C4C=CC(C)=CC=4)N=C3C=2)CC1. (3) Given the product [CH3:13][O:12][C:7]1[CH:8]=[C:9]2[C:4](=[CH:5][C:6]=1[O:14][CH3:15])[N:3]=[C:2]([CH:1]=[O:16])[CH:11]=[N:10]2, predict the reactants needed to synthesize it. The reactants are: [CH3:1][C:2]1[CH:11]=[N:10][C:9]2[C:4](=[CH:5][C:6]([O:14][CH3:15])=[C:7]([O:12][CH3:13])[CH:8]=2)[N:3]=1.[O:16]1CCOCC1. (4) Given the product [OH:1][CH2:2][CH2:3][N:4]([S:5]([C:8]1[CH:13]=[CH:12][CH:11]=[CH:10][C:9]=1[N+:14]([O-:16])=[O:15])(=[O:7])=[O:6])[CH2:18][CH2:19][C:20]([O:22][C:23]([CH3:26])([CH3:25])[CH3:24])=[O:21], predict the reactants needed to synthesize it. The reactants are: [OH:1][CH2:2][CH2:3][NH:4][S:5]([C:8]1[CH:13]=[CH:12][CH:11]=[CH:10][C:9]=1[N+:14]([O-:16])=[O:15])(=[O:7])=[O:6].Br[CH2:18][CH2:19][C:20]([O:22][C:23]([CH3:26])([CH3:25])[CH3:24])=[O:21].C([O-])([O-])=O.[K+].[K+].